From a dataset of Catalyst prediction with 721,799 reactions and 888 catalyst types from USPTO. Predict which catalyst facilitates the given reaction. (1) The catalyst class is: 471. Product: [CH3:1][O:2][C:3]1[CH:4]=[C:5]2[C:10](=[CH:11][CH:12]=1)[C:9](=[O:13])[N:8]([C:15]1[CH:24]=[CH:23][C:18]([C:19]([O:21][CH3:22])=[O:20])=[CH:17][CH:16]=1)[CH2:7][CH2:6]2. Reactant: [CH3:1][O:2][C:3]1[CH:4]=[C:5]2[C:10](=[CH:11][CH:12]=1)[C:9](=[O:13])[NH:8][CH2:7][CH2:6]2.I[C:15]1[CH:24]=[CH:23][C:18]([C:19]([O:21][CH3:22])=[O:20])=[CH:17][CH:16]=1.C([O-])([O-])=O.[K+].[K+].OC1C=CC=C2C=1N=CC=C2. (2) Reactant: [CH:1](=[O:10])[C:2]1[CH:7]=[CH:6][CH:5]=[C:4]([O:8][CH3:9])[CH:3]=1.[Br:11]N1C(=O)CCC1=O.O. Product: [Br:11][C:7]1[CH:6]=[CH:5][C:4]([O:8][CH3:9])=[CH:3][C:2]=1[CH:1]=[O:10]. The catalyst class is: 3. (3) The catalyst class is: 5. Reactant: [N:1]1[CH:6]=[CH:5][C:4]([CH2:7][NH2:8])=[CH:3][CH:2]=1.[CH3:9][N:10]([CH3:19])[C:11]1[CH:18]=[CH:17][C:14]([CH:15]=O)=[CH:13][CH:12]=1.[BH3-]C#N.[Na+]. Product: [CH3:9][N:10]([CH3:19])[C:11]1[CH:18]=[CH:17][C:14]([CH2:15][NH:8][CH2:7][C:4]2[CH:5]=[CH:6][N:1]=[CH:2][CH:3]=2)=[CH:13][CH:12]=1. (4) Reactant: Br[C:2]1[N:6]2[CH:7]=[CH:8][CH:9]=[CH:10][C:5]2=[C:4]([CH2:11][N:12]2[CH2:17][CH2:16][C:15]([F:19])([F:18])[CH2:14][CH2:13]2)[N:3]=1.CC1(C)C(C)(C)OB([C:28]2[CH:33]=[CH:32][CH:31]=[C:30]([C:34]([F:37])([F:36])[F:35])[CH:29]=2)O1.C(=O)([O-])[O-].[Cs+].[Cs+].O. Product: [F:18][C:15]1([F:19])[CH2:16][CH2:17][N:12]([CH2:11][C:4]2[N:3]=[C:2]([C:28]3[CH:33]=[CH:32][CH:31]=[C:30]([C:34]([F:37])([F:36])[F:35])[CH:29]=3)[N:6]3[CH:7]=[CH:8][CH:9]=[CH:10][C:5]=23)[CH2:13][CH2:14]1. The catalyst class is: 225. (5) Reactant: C(OC([N:8](C(OC(C)(C)C)=O)[C:9]1[C:10]([C:21]2[N:25](C(OC(C)(C)C)=O)[C:24]3[CH:33]=[C:34]([CH3:37])[CH:35]=[CH:36][C:23]=3[N:22]=2)=[N:11][C:12]([NH:15][C:16](=[O:20])[CH2:17][C:18]#[N:19])=[CH:13][N:14]=1)=O)(C)(C)C.C(O)(C(F)(F)F)=O. Product: [NH2:8][C:9]1[N:14]=[CH:13][C:12]([NH:15][C:16](=[O:20])[CH2:17][C:18]#[N:19])=[N:11][C:10]=1[C:21]1[NH:25][C:24]2[CH:33]=[C:34]([CH3:37])[CH:35]=[CH:36][C:23]=2[N:22]=1. The catalyst class is: 2. (6) Reactant: Cl.C(OC(=O)[N:8]([C:12]1[CH:17]=[CH:16][CH:15]=[C:14]([NH:18][C:19](=[O:46])[CH2:20][N:21]2[N:27]=[C:26]([CH:28]3[CH2:33][CH2:32][CH2:31][CH2:30][CH2:29]3)[C:25]3[CH:34]=[CH:35][CH:36]=[CH:37][C:24]=3[N:23]([CH2:38][C:39](=[O:44])[C:40]([CH3:43])([CH3:42])[CH3:41])[C:22]2=[O:45])[CH:13]=1)[CH2:9][CH2:10][CH3:11])(C)(C)C. Product: [CH:28]1([C:26]2[C:25]3[CH:34]=[CH:35][CH:36]=[CH:37][C:24]=3[N:23]([CH2:38][C:39](=[O:44])[C:40]([CH3:43])([CH3:42])[CH3:41])[C:22](=[O:45])[N:21]([CH2:20][C:19]([NH:18][C:14]3[CH:15]=[CH:16][CH:17]=[C:12]([NH:8][CH2:9][CH2:10][CH3:11])[CH:13]=3)=[O:46])[N:27]=2)[CH2:29][CH2:30][CH2:31][CH2:32][CH2:33]1. The catalyst class is: 12. (7) Reactant: [Cl:1][C:2]1[CH:8]=[C:7]([Cl:9])[CH:6]=[CH:5][C:3]=1[NH2:4].C(N(CC)CC)C.[Cl-].ClC1N(C)CC[NH+]1C.[CH3:26][O:27][C:28]1[C:29](=[O:52])[C:30]([CH3:51])=[C:31]([CH2:37][C:38]2[C:39]([O:47][C:48](=[O:50])[CH3:49])=[C:40]([CH:44]=[CH:45][CH:46]=2)[C:41](O)=[O:42])[C:32](=[O:36])[C:33]=1[O:34][CH3:35]. Product: [CH3:26][O:27][C:28]1[C:29](=[O:52])[C:30]([CH3:51])=[C:31]([CH2:37][C:38]2[C:39]([O:47][C:48](=[O:50])[CH3:49])=[C:40]([CH:44]=[CH:45][CH:46]=2)[C:41]([NH:4][C:3]2[CH:5]=[CH:6][C:7]([Cl:9])=[CH:8][C:2]=2[Cl:1])=[O:42])[C:32](=[O:36])[C:33]=1[O:34][CH3:35]. The catalyst class is: 2.